From a dataset of Forward reaction prediction with 1.9M reactions from USPTO patents (1976-2016). Predict the product of the given reaction. (1) Given the reactants Cl.Cl[C:3]1[NH:4][C:5](=[O:14])[C:6]2[C:12]([CH3:13])=[CH:11][CH:10]=[N:9][C:7]=2[N:8]=1.[C:15]1([CH2:21][CH2:22][CH2:23][CH2:24][CH2:25][OH:26])[CH:20]=[CH:19][CH:18]=[CH:17][CH:16]=1.CC([O-])(C)C.[K+], predict the reaction product. The product is: [CH3:13][C:12]1[C:6]2[C:5](=[O:14])[NH:4][C:3]([O:26][CH2:25][CH2:24][CH2:23][CH2:22][CH2:21][C:15]3[CH:16]=[CH:17][CH:18]=[CH:19][CH:20]=3)=[N:8][C:7]=2[N:9]=[CH:10][CH:11]=1. (2) Given the reactants [OH:1][C:2]1[C:7]([C:8]([OH:10])=O)=[CH:6][N:5]=[C:4]([C:11]2[N:12]=[N:13][CH:14]=[CH:15][CH:16]=2)[N:3]=1.Cl.[NH2:18][CH:19]([C:29]1[CH:34]=[CH:33][C:32]([O:35][CH3:36])=[CH:31][CH:30]=1)[C:20]1[CH:25]=[CH:24][C:23]([PH:26](=[O:28])[OH:27])=[CH:22][CH:21]=1, predict the reaction product. The product is: [OH:1][C:2]1[C:7]([C:8]([NH:18][CH:19]([C:29]2[CH:34]=[CH:33][C:32]([O:35][CH3:36])=[CH:31][CH:30]=2)[C:20]2[CH:25]=[CH:24][C:23]([PH:26](=[O:27])[OH:28])=[CH:22][CH:21]=2)=[O:10])=[CH:6][N:5]=[C:4]([C:11]2[N:12]=[N:13][CH:14]=[CH:15][CH:16]=2)[N:3]=1. (3) Given the reactants [NH:1]1[CH2:6][CH2:5][CH:4]([OH:7])[CH2:3][CH2:2]1.[C:8]([N:12]=[C:13]=[O:14])([CH3:11])([CH3:10])[CH3:9].C(N(CC)CC)C, predict the reaction product. The product is: [C:8]([NH:12][C:13]([N:1]1[CH2:6][CH2:5][CH:4]([OH:7])[CH2:3][CH2:2]1)=[O:14])([CH3:11])([CH3:10])[CH3:9]. (4) Given the reactants [Na+].[I-].C[Si](Cl)(C)C.[F:8][C:9]1[CH:10]=[C:11]([C:16]2(O)[C:24]3[O:23][N:22]=[C:21]([C:25]4[CH:30]=[CH:29][C:28]([N:31]5[CH:35]=[C:34]([CH3:36])[N:33]=[CH:32]5)=[C:27]([O:37][CH3:38])[CH:26]=4)[C:20]=3[CH2:19][CH2:18][CH2:17]2)[CH:12]=[C:13]([F:15])[CH:14]=1, predict the reaction product. The product is: [F:8][C:9]1[CH:10]=[C:11]([CH:16]2[C:24]3[O:23][N:22]=[C:21]([C:25]4[CH:30]=[CH:29][C:28]([N:31]5[CH:35]=[C:34]([CH3:36])[N:33]=[CH:32]5)=[C:27]([O:37][CH3:38])[CH:26]=4)[C:20]=3[CH2:19][CH2:18][CH2:17]2)[CH:12]=[C:13]([F:15])[CH:14]=1. (5) Given the reactants [Cl:1][C:2]1[N:3]=[C:4]2[CH:12]=[C:11]([Cl:13])[CH:10]=[N:9][C:5]2=[N:6][C:7]=1Cl.[NH:14]1[CH2:17][CH:16]([N:18]([CH3:26])[C:19](=[O:25])[O:20][C:21]([CH3:24])([CH3:23])[CH3:22])[CH2:15]1, predict the reaction product. The product is: [Cl:1][C:2]1[N:3]=[C:4]2[CH:12]=[C:11]([Cl:13])[CH:10]=[N:9][C:5]2=[N:6][C:7]=1[N:14]1[CH2:17][CH:16]([N:18]([CH3:26])[C:19](=[O:25])[O:20][C:21]([CH3:22])([CH3:23])[CH3:24])[CH2:15]1. (6) Given the reactants ClC1C(F)=CC(F)=C(C=1)C(NS(C)(=O)=O)=O.[Cl:17][C:18]1[C:19](F)=[CH:20][C:21]([F:33])=[C:22]([CH:32]=1)[C:23]([NH:25][S:26](=[O:31])(=[O:30])[N:27]([CH3:29])[CH3:28])=[O:24].C12(CO)CC3CC(CC(C3)C1)C2.[CH2:47]1[C:50]2([CH2:55][CH2:54][CH:53]([CH2:56][OH:57])[CH2:52][CH2:51]2)[CH2:49][CH2:48]1, predict the reaction product. The product is: [Cl:17][C:18]1[C:19]([O:57][CH2:56][CH:53]2[CH2:52][CH2:51][C:50]3([CH2:49][CH2:48][CH2:47]3)[CH2:55][CH2:54]2)=[CH:20][C:21]([F:33])=[C:22]([CH:32]=1)[C:23]([NH:25][S:26](=[O:31])(=[O:30])[N:27]([CH3:29])[CH3:28])=[O:24]. (7) Given the reactants [Br:1][C:2]1[CH:3]=[C:4]2[C:9](=[CH:10][CH:11]=1)[CH:8]=[C:7]([OH:12])[CH:6]=[CH:5]2.[CH:13]([C@H:16]1[CH2:21][CH2:20][C@H:19](O)[CH2:18][CH2:17]1)([CH3:15])[CH3:14].C1C=CC(P(C2C=CC=CC=2)C2C=CC=CC=2)=CC=1.CC(OC(/N=N/C(OC(C)C)=O)=O)C, predict the reaction product. The product is: [Br:1][C:2]1[CH:11]=[CH:10][C:9]2[C:4](=[CH:5][CH:6]=[C:7]([O:12][C@H:19]3[CH2:20][CH2:21][C@@H:16]([CH:13]([CH3:15])[CH3:14])[CH2:17][CH2:18]3)[CH:8]=2)[CH:3]=1. (8) Given the reactants [Cl:1][C:2]1[CH:7]=[CH:6][N:5]=[C:4]2[N:8]([Si:11]([CH:18]([CH3:20])[CH3:19])([CH:15]([CH3:17])[CH3:16])[CH:12]([CH3:14])[CH3:13])[CH:9]=[CH:10][C:3]=12.[Li][CH:22](CC)C.CI, predict the reaction product. The product is: [Cl:1][C:2]1[C:7]([CH3:22])=[CH:6][N:5]=[C:4]2[N:8]([Si:11]([CH:15]([CH3:17])[CH3:16])([CH:18]([CH3:20])[CH3:19])[CH:12]([CH3:13])[CH3:14])[CH:9]=[CH:10][C:3]=12. (9) Given the reactants [CH2:1]([C:3]1[N:8]=[C:7]2[N:9]([C:12]3[CH:17]=[CH:16][CH:15]=[CH:14][CH:13]=3)[N:10]=[CH:11][C:6]2=[C:5]([NH2:18])[N:4]=1)[CH3:2].C([C:21]1N=C2NN=CC2=C(N)[N:22]=1)C.IC1C=C(C=CC=1)C#N, predict the reaction product. The product is: [NH2:18][C:5]1[N:4]=[C:3]([CH2:1][CH3:2])[N:8]=[C:7]2[N:9]([C:12]3[CH:13]=[C:14]([CH:15]=[CH:16][CH:17]=3)[C:21]#[N:22])[N:10]=[CH:11][C:6]=12. (10) Given the reactants [ClH:1].Cl.Cl.C([N:11]1[CH2:16][CH2:15][CH:14]([N:17]2[CH2:20][CH:19]([N:21]([CH3:23])[CH3:22])[CH2:18]2)[CH2:13][CH2:12]1)C1C=CC=CC=1.O, predict the reaction product. The product is: [ClH:1].[ClH:1].[ClH:1].[CH3:22][N:21]([CH3:23])[CH:19]1[CH2:18][N:17]([CH:14]2[CH2:15][CH2:16][NH:11][CH2:12][CH2:13]2)[CH2:20]1.